From a dataset of Full USPTO retrosynthesis dataset with 1.9M reactions from patents (1976-2016). Predict the reactants needed to synthesize the given product. (1) Given the product [C:25]([C@H:23]1[CH2:22][N:21]([C:31]([O:33][C:34]([CH3:36])([CH3:37])[CH3:35])=[O:32])[CH2:20][C@@H:19]([N:18]([C:16]([C:8]2[N:7]([CH2:6][CH2:5][CH2:4][CH2:3][O:2][CH3:1])[C:11]3[CH:12]=[CH:13][CH:14]=[CH:15][C:10]=3[N:9]=2)=[O:17])[CH2:38][CH:39]([CH3:40])[CH3:41])[CH2:24]1)(=[O:30])[CH3:42], predict the reactants needed to synthesize it. The reactants are: [CH3:1][O:2][CH2:3][CH2:4][CH2:5][CH2:6][N:7]1[C:11]2[CH:12]=[CH:13][CH:14]=[CH:15][C:10]=2[N:9]=[C:8]1[C:16]([N:18]([CH2:38][CH:39]([CH3:41])[CH3:40])[C@H:19]1[CH2:24][C@@H:23]([C:25](=[O:30])N(OC)C)[CH2:22][N:21]([C:31]([O:33][C:34]([CH3:37])([CH3:36])[CH3:35])=[O:32])[CH2:20]1)=[O:17].[CH3:42][Mg]Br.C1COCC1.[Cl-].[NH4+]. (2) Given the product [CH3:19][O:17][C:16](=[O:18])[CH2:15][C:12]1[CH:11]=[CH:10][C:9]([N+:6]([O-:8])=[O:7])=[CH:14][CH:13]=1, predict the reactants needed to synthesize it. The reactants are: S(=O)(=O)(O)O.[N+:6]([C:9]1[CH:14]=[CH:13][C:12]([CH2:15][C:16]([OH:18])=[O:17])=[CH:11][CH:10]=1)([O-:8])=[O:7].[CH3:19]O. (3) Given the product [CH2:32]([O:39][C:40]1[CH:45]=[C:44]([C:2]2[N:7]=[C:6]([NH:20][CH2:21][CH2:22][O:23][CH2:24][C:25]([O:27][C:28]([CH3:31])([CH3:30])[CH3:29])=[O:26])[C:5]([N+:9]([O-:11])=[O:10])=[C:4]([CH3:12])[N:3]=2)[CH:43]=[CH:42][CH:41]=1)[C:33]1[CH:38]=[CH:37][CH:36]=[CH:35][CH:34]=1, predict the reactants needed to synthesize it. The reactants are: Cl[C:2]1[N:7]=[C:6](Cl)[C:5]([N+:9]([O-:11])=[O:10])=[C:4]([CH3:12])[N:3]=1.C(N(CC)CC)C.[NH2:20][CH2:21][CH2:22][O:23][CH2:24][C:25]([O:27][C:28]([CH3:31])([CH3:30])[CH3:29])=[O:26].[CH2:32]([O:39][C:40]1[CH:41]=[C:42](B(O)O)[CH:43]=[CH:44][CH:45]=1)[C:33]1[CH:38]=[CH:37][CH:36]=[CH:35][CH:34]=1.C([O-])([O-])=O.[Na+].[Na+]. (4) The reactants are: B(Br)(Br)Br.[CH2:5]([C:13]1([CH2:50][CH2:51][CH2:52][CH2:53][CH2:54][CH2:55][CH2:56][CH3:57])[C:25]2[CH:24]=[C:23]([C:26]3[CH:31]=[CH:30][C:29]([CH2:32][CH2:33][CH2:34][CH2:35][CH2:36][CH2:37][CH2:38][CH2:39][CH3:40])=[CH:28][CH:27]=3)[CH:22]=[CH:21][C:20]=2[C:19]2[C:14]1=[CH:15][C:16]([O:41]CCCCCCCC)=[CH:17][CH:18]=2)[CH2:6][CH2:7][CH2:8][CH2:9][CH2:10][CH2:11][CH3:12]. Given the product [CH2:50]([C:13]1([CH2:5][CH2:6][CH2:7][CH2:8][CH2:9][CH2:10][CH2:11][CH3:12])[C:14]2[CH:15]=[C:16]([OH:41])[CH:17]=[CH:18][C:19]=2[C:20]2[C:25]1=[CH:24][C:23]([C:26]1[CH:27]=[CH:28][C:29]([CH2:32][CH2:33][CH2:34][CH2:35][CH2:36][CH2:37][CH2:38][CH2:39][CH3:40])=[CH:30][CH:31]=1)=[CH:22][CH:21]=2)[CH2:51][CH2:52][CH2:53][CH2:54][CH2:55][CH2:56][CH3:57], predict the reactants needed to synthesize it.